Predict the reactants needed to synthesize the given product. From a dataset of Full USPTO retrosynthesis dataset with 1.9M reactions from patents (1976-2016). (1) Given the product [C:1]([SiH2:5][O:6][C:7]([CH3:34])([CH3:33])[C:8]12[O:15][C:12]([C:16]([CH3:23])([CH3:24])[O:17][SiH2:18][C:19]([CH3:21])([CH3:22])[CH3:20])([CH:13]=[CH:14]1)[CH2:11][C:10]([C:43]1[CH:48]=[CH:47][C:46]([NH2:49])=[CH:45][CH:44]=1)=[CH:9]2)([CH3:3])([CH3:2])[CH3:4], predict the reactants needed to synthesize it. The reactants are: [C:1]([SiH2:5][O:6][C:7]([CH3:34])([CH3:33])[C:8]12[O:15][C:12]([C:16]([CH3:24])([CH3:23])[O:17][SiH2:18][C:19]([CH3:22])([CH3:21])[CH3:20])([CH:13]=[CH:14]1)[CH2:11][C:10](OS(C(F)(F)F)(=O)=O)=[CH:9]2)([CH3:4])([CH3:3])[CH3:2].CC1(C)C(C)(C)OB([C:43]2[CH:48]=[CH:47][C:46]([NH2:49])=[CH:45][CH:44]=2)O1.C([O-])([O-])=O.[Na+].[Na+].CCOC(C)=O. (2) Given the product [Br:15][C:8]1[C:7]([O:16][CH2:17][CH3:18])=[C:6]([CH:3]([OH:5])[CH3:4])[CH:13]=[C:12]([Cl:14])[C:9]=1[C:10]#[N:11], predict the reactants needed to synthesize it. The reactants are: [BH4-].[Na+].[C:3]([C:6]1[CH:13]=[C:12]([Cl:14])[C:9]([C:10]#[N:11])=[C:8]([Br:15])[C:7]=1[O:16][CH2:17][CH3:18])(=[O:5])[CH3:4].CO. (3) Given the product [OH:71][CH2:70][CH2:69][O:68][C:67]1[CH:72]=[CH:73][C:64]([NH:63][C:30]([CH:20]2[NH:19][CH:18]([CH2:33][C:34]([CH3:36])([CH3:37])[CH3:35])[C:17]3([C:12]4[C:13](=[CH:14][C:9]([Cl:8])=[CH:10][CH:11]=4)[NH:15][C:16]3=[O:38])[CH:21]2[C:22]2[CH:27]=[CH:26][CH:25]=[C:24]([Cl:28])[C:23]=2[F:29])=[O:31])=[CH:65][CH:66]=1, predict the reactants needed to synthesize it. The reactants are: FC(F)(F)C(O)=O.[Cl:8][C:9]1[CH:14]=[C:13]2[NH:15][C:16](=[O:38])[C:17]3([CH:21]([C:22]4[CH:27]=[CH:26][CH:25]=[C:24]([Cl:28])[C:23]=4[F:29])[CH:20]([C:30](O)=[O:31])[NH:19][CH:18]3[CH2:33][C:34]([CH3:37])([CH3:36])[CH3:35])[C:12]2=[CH:11][CH:10]=1.C(N(C(C)C)CC)(C)C.C1(P(Cl)(C2C=CC=CC=2)=O)C=CC=CC=1.[NH2:63][C:64]1[CH:73]=[CH:72][C:67]([O:68][CH2:69][CH2:70][OH:71])=[CH:66][CH:65]=1. (4) The reactants are: [OH:1][CH:2]([CH2:22][CH2:23][CH2:24][CH2:25][CH2:26][CH2:27][CH2:28][C:29]([O:31][CH2:32]/[CH:33]=[CH:34]\[CH2:35][CH2:36][CH2:37][CH2:38][CH2:39][CH3:40])=[O:30])[CH2:3][CH2:4][CH2:5][CH2:6][CH2:7][CH2:8][CH2:9][C:10]([O:12][CH2:13]/[CH:14]=[CH:15]\[CH2:16][CH2:17][CH2:18][CH2:19][CH2:20][CH3:21])=[O:11].Cl.CN([CH:45](CC)[C:46](O)=[O:47])C.C[CH2:52][N:53]([CH:57](C)C)[CH:54]([CH3:56])C.CCN=C=NCCCN(C)C. Given the product [CH3:57][N:53]([CH3:52])[CH2:54][CH2:56][CH2:45][C:46]([O:1][CH:2]([CH2:3][CH2:4][CH2:5][CH2:6][CH2:7][CH2:8][CH2:9][C:10]([O:12][CH2:13]/[CH:14]=[CH:15]\[CH2:16][CH2:17][CH2:18][CH2:19][CH2:20][CH3:21])=[O:11])[CH2:22][CH2:23][CH2:24][CH2:25][CH2:26][CH2:27][CH2:28][C:29]([O:31][CH2:32]/[CH:33]=[CH:34]\[CH2:35][CH2:36][CH2:37][CH2:38][CH2:39][CH3:40])=[O:30])=[O:47], predict the reactants needed to synthesize it. (5) Given the product [CH3:40][O:39][C:36]1[CH:35]=[CH:34][C:33]([O:32][C:30]([N:7]([CH2:8][C:9]2[CH:14]=[CH:13][C:12]([O:15][CH2:16][CH2:17][C:18]3[N:19]=[C:20]([C:24]4[CH:29]=[CH:28][CH:27]=[CH:26][CH:25]=4)[O:21][C:22]=3[CH3:23])=[CH:11][CH:10]=2)[CH2:6][C:5]([OH:41])=[O:4])=[O:31])=[CH:38][CH:37]=1, predict the reactants needed to synthesize it. The reactants are: [OH-].[Na+].C[O:4][C:5](=[O:41])[CH2:6][N:7]([C:30]([O:32][C:33]1[CH:38]=[CH:37][C:36]([O:39][CH3:40])=[CH:35][CH:34]=1)=[O:31])[CH2:8][C:9]1[CH:14]=[CH:13][C:12]([O:15][CH2:16][CH2:17][C:18]2[N:19]=[C:20]([C:24]3[CH:29]=[CH:28][CH:27]=[CH:26][CH:25]=3)[O:21][C:22]=2[CH3:23])=[CH:11][CH:10]=1.P(=O)(O)(O)O. (6) Given the product [CH2:1]([C@@:4]1([C:26]2[CH:27]=[CH:28][C:29]([F:32])=[CH:30][CH:31]=2)[O:9][C:8](=[O:10])[N:7]([C@H:11]([C:13]2[CH:14]=[CH:15][C:16]([C:19]3[CH:24]=[CH:23][C:22](=[O:34])[NH:21][CH:20]=3)=[CH:17][CH:18]=2)[CH3:12])[CH2:6][CH2:5]1)[CH:2]=[CH2:3], predict the reactants needed to synthesize it. The reactants are: [CH2:1]([C@@:4]1([C:26]2[CH:31]=[CH:30][C:29]([F:32])=[CH:28][CH:27]=2)[O:9][C:8](=[O:10])[N:7]([C@H:11]([C:13]2[CH:18]=[CH:17][C:16]([C:19]3[CH:20]=[N:21][C:22](N)=[CH:23][CH:24]=3)=[CH:15][CH:14]=2)[CH3:12])[CH2:6][CH2:5]1)[CH:2]=[CH2:3].N([O-])=[O:34].[Na+].[OH-].[Na+].